From a dataset of Full USPTO retrosynthesis dataset with 1.9M reactions from patents (1976-2016). Predict the reactants needed to synthesize the given product. (1) Given the product [C:35]([C:33]1[CH:32]=[CH:31][C:29]2[NH:30][C:26]([C@@H:18]([NH:17][C:15]([C@H:12]3[CH2:13][CH2:14][C@H:9]([CH2:8][NH:17][C:15](=[O:16])[O:38][C:9]([CH3:14])([CH3:10])[CH3:8])[CH2:10][CH2:11]3)=[O:16])[CH2:19][C:20]3[CH:25]=[CH:24][CH:23]=[CH:22][CH:21]=3)=[N:27][C:28]=2[CH:34]=1)(=[O:37])[NH2:39], predict the reactants needed to synthesize it. The reactants are: C(OC([CH2:8][C@H:9]1[CH2:14][CH2:13][C@H:12]([C:15]([NH:17][C@H:18]([C:26]2[NH:30][C:29]3[CH:31]=[CH:32][C:33]([C:35]([OH:37])=O)=[CH:34][C:28]=3[N:27]=2)[CH2:19][C:20]2[CH:25]=[CH:24][CH:23]=[CH:22][CH:21]=2)=[O:16])[CH2:11][CH2:10]1)=O)(C)(C)C.[OH-:38].[NH4+:39]. (2) Given the product [CH2:1]([C:3]1[C:4]([NH2:24])=[N:5][C:6]([O:22][CH3:23])=[C:7]([C:9]2[CH:14]=[CH:13][C:12]([O:15][C:16]([F:17])([F:18])[F:19])=[CH:11][C:10]=2[O:20][CH3:21])[N:8]=1)[CH3:2], predict the reactants needed to synthesize it. The reactants are: [CH2:1]([C:3]1[C:4]([NH:24]CC2C=CC(OC)=CC=2)=[N:5][C:6]([O:22][CH3:23])=[C:7]([C:9]2[CH:14]=[CH:13][C:12]([O:15][C:16]([F:19])([F:18])[F:17])=[CH:11][C:10]=2[O:20][CH3:21])[N:8]=1)[CH3:2].Cl.